Dataset: Retrosynthesis with 50K atom-mapped reactions and 10 reaction types from USPTO. Task: Predict the reactants needed to synthesize the given product. (1) Given the product CC(C)(C(=O)OCCBr)c1ccc([N+](=O)[O-])cc1, predict the reactants needed to synthesize it. The reactants are: CC(C)(C(=O)O)c1ccc([N+](=O)[O-])cc1.OCCBr. (2) Given the product CCCOC(=O)N1CCN(C(=O)C(N)C(C)F)CC1, predict the reactants needed to synthesize it. The reactants are: CCCOC(=O)N1CCN(C(=O)C(NC(=O)OCc2ccccc2)C(C)F)CC1.